From a dataset of Forward reaction prediction with 1.9M reactions from USPTO patents (1976-2016). Predict the product of the given reaction. (1) Given the reactants [F:1][C:2]1[CH:7]=[CH:6][CH:5]=[C:4]([F:8])[C:3]=1[C:9]1[CH:10]=[CH:11][C:12]2[N:13]([C:15]([NH:18][C:19]3[CH:20]=[N:21][CH:22]=[CH:23][C:24]=3[N:25]3[CH:30]([CH3:31])[CH2:29][CH2:28][CH:27]([NH:32]C(=O)OC(C)(C)C)[CH2:26]3)=[N:16][CH:17]=2)[N:14]=1.[C:40]([OH:46])([C:42]([F:45])([F:44])[F:43])=[O:41], predict the reaction product. The product is: [F:43][C:42]([F:45])([F:44])[C:40]([OH:46])=[O:41].[F:43][C:42]([F:45])([F:44])[C:40]([OH:46])=[O:41].[F:43][C:42]([F:45])([F:44])[C:40]([OH:46])=[O:41].[NH2:32][CH:27]1[CH2:26][N:25]([C:24]2[CH:23]=[CH:22][N:21]=[CH:20][C:19]=2[NH:18][C:15]2[N:13]3[N:14]=[C:9]([C:3]4[C:2]([F:1])=[CH:7][CH:6]=[CH:5][C:4]=4[F:8])[CH:10]=[CH:11][C:12]3=[CH:17][N:16]=2)[CH:30]([CH3:31])[CH2:29][CH2:28]1. (2) Given the reactants C[O:2][C:3](=[O:29])[C:4]1[CH:9]=[CH:8][C:7]([C:10]2[C:14]([NH:15][C:16]([O:18][C@@H:19]([C:21]3[CH:26]=[CH:25][CH:24]=[CH:23][CH:22]=3)[CH3:20])=[O:17])=[C:13]([CH3:27])[N:12]([CH3:28])[N:11]=2)=[CH:6][CH:5]=1.[Li+].[OH-], predict the reaction product. The product is: [CH3:28][N:12]1[C:13]([CH3:27])=[C:14]([NH:15][C:16]([O:18][C@@H:19]([C:21]2[CH:26]=[CH:25][CH:24]=[CH:23][CH:22]=2)[CH3:20])=[O:17])[C:10]([C:7]2[CH:6]=[CH:5][C:4]([C:3]([OH:29])=[O:2])=[CH:9][CH:8]=2)=[N:11]1. (3) Given the reactants [F:1][C:2]1[CH:7]=[C:6]([C:8]([F:11])([F:10])[F:9])[C:5]([C:12]2[CH:17]=[CH:16][N:15]=[C:14]([C:18](=[N:20][OH:21])[NH2:19])[CH:13]=2)=[CH:4][CH:3]=1.[C:22](N1C=CN=C1)(N1C=CN=C1)=[O:23].N12CCCN=C1CCCCC2.Cl, predict the reaction product. The product is: [F:1][C:2]1[CH:7]=[C:6]([C:8]([F:9])([F:10])[F:11])[C:5]([C:12]2[CH:17]=[CH:16][N:15]=[C:14]([C:18]3[NH:20][O:21][C:22](=[O:23])[N:19]=3)[CH:13]=2)=[CH:4][CH:3]=1. (4) Given the reactants [OH:1][CH:2]([C:11]1[CH:16]=[CH:15][CH:14]=[CH:13][C:12]=1[N+:17]([O-:19])=[O:18])[C:3]1[S:7][C:6]([CH3:8])=[N:5][C:4]=1[C:9]#[N:10].[Cr](O[Cr]([O-])(=O)=O)([O-])(=O)=O.[NH+]1C=CC=CC=1.[NH+]1C=CC=CC=1, predict the reaction product. The product is: [CH3:8][C:6]1[S:7][C:3]([C:2](=[O:1])[C:11]2[CH:16]=[CH:15][CH:14]=[CH:13][C:12]=2[N+:17]([O-:19])=[O:18])=[C:4]([C:9]#[N:10])[N:5]=1. (5) Given the reactants C(C1C=C2C(=CC=1)N(C)C=C2C1CCC(=O)CC1)#N.O1[C:24]2([CH2:29][CH2:28][CH:27]([C:30]3[C:38]4[C:33](=[CH:34][CH:35]=[C:36]([C:39]#[N:40])[CH:37]=4)[N:32]([CH2:41][C:42]4[CH:47]=[CH:46][CH:45]=[CH:44][CH:43]=4)[CH:31]=3)[CH2:26][CH2:25]2)[O:23]CC1, predict the reaction product. The product is: [C:39]([C:36]1[CH:37]=[C:38]2[C:33](=[CH:34][CH:35]=1)[N:32]([CH2:41][C:42]1[CH:47]=[CH:46][CH:45]=[CH:44][CH:43]=1)[CH:31]=[C:30]2[CH:27]1[CH2:28][CH2:29][C:24](=[O:23])[CH2:25][CH2:26]1)#[N:40]. (6) Given the reactants [Si]([O:8][CH2:9][CH:10]1[CH2:14][C:13]2([CH2:19][CH2:18][N:17]([C:20]([O:22][C:23]([CH3:26])([CH3:25])[CH3:24])=[O:21])[CH2:16][CH2:15]2)[C:12](=[O:27])[N:11]1[C:28]1[CH2:29][O:30][C:31](=[O:33])[CH:32]=1)(C(C)(C)C)(C)C.CCCC[N+](CCCC)(CCCC)CCCC.[F-], predict the reaction product. The product is: [OH:8][CH2:9][CH:10]1[CH2:14][C:13]2([CH2:19][CH2:18][N:17]([C:20]([O:22][C:23]([CH3:26])([CH3:25])[CH3:24])=[O:21])[CH2:16][CH2:15]2)[C:12](=[O:27])[N:11]1[C:28]1[CH2:29][O:30][C:31](=[O:33])[CH:32]=1. (7) Given the reactants [CH3:1][CH:2]([CH2:4][CH2:5][CH2:6][C@H:7]([C@@H:9]1[C@:26]2([CH3:27])[C@H:12]([C@H:13]3[C@H:23]([CH2:24][CH2:25]2)[C@:21]2([CH3:22])[CH:16]([CH2:17][CH:18]([O:28][CH2:29][CH2:30][C:31]#[N:32])[CH2:19][CH2:20]2)[CH2:15][CH2:14]3)[CH2:11][CH2:10]1)[CH3:8])[CH3:3].C(Cl)(Cl)Cl.CCO.Cl, predict the reaction product. The product is: [NH2:32][CH2:31][CH2:30][CH2:29][O:28][CH:18]1[CH2:19][CH2:20][C@@:21]2([CH3:22])[CH:16]([CH2:15][CH2:14][C@@H:13]3[C@@H:23]2[CH2:24][CH2:25][C@@:26]2([CH3:27])[C@H:12]3[CH2:11][CH2:10][C@@H:9]2[C@H:7]([CH3:8])[CH2:6][CH2:5][CH2:4][CH:2]([CH3:1])[CH3:3])[CH2:17]1. (8) Given the reactants [C:1]([C:5]1[O:9][C:8]([CH3:10])=[C:7]([CH:11]=[O:12])[CH:6]=1)([CH3:4])([CH3:3])[CH3:2].[CH:13]1([Mg]Br)[CH2:18][CH2:17][CH2:16][CH2:15][CH2:14]1.O1CCCC1, predict the reaction product. The product is: [C:1]([C:5]1[O:9][C:8]([CH3:10])=[C:7]([CH:11]([CH:13]2[CH2:18][CH2:17][CH2:16][CH2:15][CH2:14]2)[OH:12])[CH:6]=1)([CH3:4])([CH3:2])[CH3:3]. (9) Given the reactants [Cl:1][C:2]1[CH:3]=[C:4]([C:8]2[CH:13]=[C:12]([C:14](=[O:33])[NH:15][CH2:16][CH2:17][CH2:18][CH2:19][CH2:20][CH2:21][CH2:22][CH2:23][N:24]3[C:32]4[C:27](=[CH:28][CH:29]=[CH:30][CH:31]=4)[CH:26]=[CH:25]3)[CH:11]=[C:10]([C:34]3[CH:39]=[CH:38][CH:37]=[C:36]([Cl:40])[CH:35]=3)[C:9]=2[O:41][CH2:42][CH2:43][O:44][C:45]2[CH:54]=[CH:53][C:48]([C:49]([O:51]C)=[O:50])=[CH:47][CH:46]=2)[CH:5]=[CH:6][CH:7]=1.[K+].[Br-], predict the reaction product. The product is: [Cl:1][C:2]1[CH:3]=[C:4]([C:8]2[CH:13]=[C:12]([C:14](=[O:33])[NH:15][CH2:16][CH2:17][CH2:18][CH2:19][CH2:20][CH2:21][CH2:22][CH2:23][N:24]3[C:32]4[C:27](=[CH:28][CH:29]=[CH:30][CH:31]=4)[CH:26]=[CH:25]3)[CH:11]=[C:10]([C:34]3[CH:39]=[CH:38][CH:37]=[C:36]([Cl:40])[CH:35]=3)[C:9]=2[O:41][CH2:42][CH2:43][O:44][C:45]2[CH:54]=[CH:53][C:48]([C:49]([OH:51])=[O:50])=[CH:47][CH:46]=2)[CH:5]=[CH:6][CH:7]=1. (10) Given the reactants [CH2:1]([C:4]1[C:8]2[CH:9]=[CH:10][C:11]([C:13]([F:16])([F:15])[F:14])=[CH:12][C:7]=2[S:6][C:5]=1[CH2:17][OH:18])[CH2:2][CH3:3].[Cr](Cl)([O-])(=O)=O.[NH+]1C=CC=CC=1.CCOCC, predict the reaction product. The product is: [CH2:1]([C:4]1[C:8]2[CH:9]=[CH:10][C:11]([C:13]([F:15])([F:16])[F:14])=[CH:12][C:7]=2[S:6][C:5]=1[CH:17]=[O:18])[CH2:2][CH3:3].